Dataset: NCI-60 drug combinations with 297,098 pairs across 59 cell lines. Task: Regression. Given two drug SMILES strings and cell line genomic features, predict the synergy score measuring deviation from expected non-interaction effect. (1) Drug 1: CCN(CC)CCNC(=O)C1=C(NC(=C1C)C=C2C3=C(C=CC(=C3)F)NC2=O)C. Drug 2: CC1=C(C(=O)C2=C(C1=O)N3CC4C(C3(C2COC(=O)N)OC)N4)N. Cell line: A549. Synergy scores: CSS=25.0, Synergy_ZIP=2.45, Synergy_Bliss=0.485, Synergy_Loewe=-28.5, Synergy_HSA=-4.63. (2) Drug 1: C1CCC(CC1)NC(=O)N(CCCl)N=O. Drug 2: CS(=O)(=O)CCNCC1=CC=C(O1)C2=CC3=C(C=C2)N=CN=C3NC4=CC(=C(C=C4)OCC5=CC(=CC=C5)F)Cl. Cell line: HOP-92. Synergy scores: CSS=22.9, Synergy_ZIP=-7.83, Synergy_Bliss=-2.01, Synergy_Loewe=-1.94, Synergy_HSA=-1.50. (3) Drug 1: CC1=CC2C(CCC3(C2CCC3(C(=O)C)OC(=O)C)C)C4(C1=CC(=O)CC4)C. Drug 2: CS(=O)(=O)CCNCC1=CC=C(O1)C2=CC3=C(C=C2)N=CN=C3NC4=CC(=C(C=C4)OCC5=CC(=CC=C5)F)Cl. Cell line: DU-145. Synergy scores: CSS=13.0, Synergy_ZIP=4.01, Synergy_Bliss=8.64, Synergy_Loewe=-3.58, Synergy_HSA=3.08. (4) Drug 1: CC12CCC3C(C1CCC2NC(=O)OCC(F)(F)F)CCC4C3(C=CC(=O)N4C)C. Drug 2: CNC(=O)C1=NC=CC(=C1)OC2=CC=C(C=C2)NC(=O)NC3=CC(=C(C=C3)Cl)C(F)(F)F. Cell line: HT29. Synergy scores: CSS=57.4, Synergy_ZIP=-0.283, Synergy_Bliss=-0.00782, Synergy_Loewe=-4.38, Synergy_HSA=1.05. (5) Drug 1: CC1CCC2CC(C(=CC=CC=CC(CC(C(=O)C(C(C(=CC(C(=O)CC(OC(=O)C3CCCCN3C(=O)C(=O)C1(O2)O)C(C)CC4CCC(C(C4)OC)O)C)C)O)OC)C)C)C)OC. Drug 2: CC1CCC2CC(C(=CC=CC=CC(CC(C(=O)C(C(C(=CC(C(=O)CC(OC(=O)C3CCCCN3C(=O)C(=O)C1(O2)O)C(C)CC4CCC(C(C4)OC)OCCO)C)C)O)OC)C)C)C)OC. Cell line: HOP-92. Synergy scores: CSS=3.04, Synergy_ZIP=1.89, Synergy_Bliss=6.84, Synergy_Loewe=3.75, Synergy_HSA=4.24. (6) Drug 1: CC12CCC(CC1=CCC3C2CCC4(C3CC=C4C5=CN=CC=C5)C)O. Drug 2: CCC1(CC2CC(C3=C(CCN(C2)C1)C4=CC=CC=C4N3)(C5=C(C=C6C(=C5)C78CCN9C7C(C=CC9)(C(C(C8N6C)(C(=O)OC)O)OC(=O)C)CC)OC)C(=O)OC)O.OS(=O)(=O)O. Cell line: SNB-19. Synergy scores: CSS=53.1, Synergy_ZIP=3.54, Synergy_Bliss=5.14, Synergy_Loewe=-30.7, Synergy_HSA=5.77.